Dataset: NCI-60 drug combinations with 297,098 pairs across 59 cell lines. Task: Regression. Given two drug SMILES strings and cell line genomic features, predict the synergy score measuring deviation from expected non-interaction effect. (1) Drug 1: C1=CC(=C2C(=C1NCCNCCO)C(=O)C3=C(C=CC(=C3C2=O)O)O)NCCNCCO. Drug 2: CCC(=C(C1=CC=CC=C1)C2=CC=C(C=C2)OCCN(C)C)C3=CC=CC=C3.C(C(=O)O)C(CC(=O)O)(C(=O)O)O. Cell line: UACC62. Synergy scores: CSS=38.2, Synergy_ZIP=4.67, Synergy_Bliss=3.79, Synergy_Loewe=-20.5, Synergy_HSA=4.69. (2) Drug 1: C1=CC(=C2C(=C1NCCNCCO)C(=O)C3=C(C=CC(=C3C2=O)O)O)NCCNCCO. Drug 2: COC1=NC(=NC2=C1N=CN2C3C(C(C(O3)CO)O)O)N. Cell line: HCT-15. Synergy scores: CSS=60.7, Synergy_ZIP=11.1, Synergy_Bliss=11.7, Synergy_Loewe=-51.5, Synergy_HSA=9.40. (3) Drug 1: CC12CCC(CC1=CCC3C2CCC4(C3CC=C4C5=CN=CC=C5)C)O. Drug 2: C1=CC(=CC=C1CCC2=CNC3=C2C(=O)NC(=N3)N)C(=O)NC(CCC(=O)O)C(=O)O. Synergy scores: CSS=19.7, Synergy_ZIP=1.13, Synergy_Bliss=0.245, Synergy_Loewe=-13.3, Synergy_HSA=-1.41. Cell line: A498. (4) Drug 1: C(=O)(N)NO. Drug 2: C1CNP(=O)(OC1)N(CCCl)CCCl. Cell line: PC-3. Synergy scores: CSS=-1.51, Synergy_ZIP=-0.546, Synergy_Bliss=-1.97, Synergy_Loewe=-1.66, Synergy_HSA=-2.41. (5) Drug 1: CN1CCC(CC1)COC2=C(C=C3C(=C2)N=CN=C3NC4=C(C=C(C=C4)Br)F)OC. Drug 2: C1CCC(C(C1)N)N.C(=O)(C(=O)[O-])[O-].[Pt+4]. Cell line: TK-10. Synergy scores: CSS=20.3, Synergy_ZIP=-9.30, Synergy_Bliss=0.773, Synergy_Loewe=-2.63, Synergy_HSA=2.03. (6) Drug 1: C1=NC2=C(N1)C(=S)N=CN2. Drug 2: CC1C(C(CC(O1)OC2CC(CC3=C2C(=C4C(=C3O)C(=O)C5=CC=CC=C5C4=O)O)(C(=O)C)O)N)O. Cell line: T-47D. Synergy scores: CSS=41.3, Synergy_ZIP=-7.39, Synergy_Bliss=-5.06, Synergy_Loewe=-2.40, Synergy_HSA=-1.01.